From a dataset of CYP2C19 inhibition data for predicting drug metabolism from PubChem BioAssay. Regression/Classification. Given a drug SMILES string, predict its absorption, distribution, metabolism, or excretion properties. Task type varies by dataset: regression for continuous measurements (e.g., permeability, clearance, half-life) or binary classification for categorical outcomes (e.g., BBB penetration, CYP inhibition). Dataset: cyp2c19_veith. (1) The molecule is COc1ccccc1-c1cc(-n2ccnc2)ncn1. The result is 1 (inhibitor). (2) The drug is Cc1c(NC(=O)C(Sc2ccccc2)c2ccccc2)cccc1[N+](=O)[O-]. The result is 1 (inhibitor). (3) The molecule is COC(=O)c1cc(Br)c(=O)n(CCc2ccc(O)cc2)c1.Cl. The result is 1 (inhibitor). (4) The molecule is N#Cc1cc(N)ccc1Sc1ccc(Cl)cc1. The result is 1 (inhibitor). (5) The compound is C=CCSc1nc2ccccc2n1C(=O)/C=C/c1cc(OC)c(OC)c(OC)c1. The result is 1 (inhibitor). (6) The drug is COCC(=O)N1CCC2(CCCN(C(=O)Nc3cccc(C#N)c3)C2)CC1. The result is 0 (non-inhibitor). (7) The drug is N#Cc1cnc2c(N=Nc3ccccc3Cl)c(N)nn2c1-c1ccccc1. The result is 1 (inhibitor).